From a dataset of Catalyst prediction with 721,799 reactions and 888 catalyst types from USPTO. Predict which catalyst facilitates the given reaction. (1) Reactant: Br[C:2]1[N:7]=[C:6]2[N:8]([CH3:22])[C:9]3[CH2:14][CH2:13][N:12]([C:15]([O:17][C:18]([CH3:21])([CH3:20])[CH3:19])=[O:16])[CH2:11][C:10]=3[C:5]2=[CH:4][CH:3]=1.[CH2:23]([O:30][C:31]1[CH:36]=[CH:35][NH:34][C:33](=[O:37])[CH:32]=1)[C:24]1[CH:29]=[CH:28][CH:27]=[CH:26][CH:25]=1.C([O-])([O-])=O.[Cs+].[Cs+].OC1C=CC=C2C=1N=CC=C2. Product: [CH2:23]([O:30][C:31]1[CH:36]=[CH:35][N:34]([C:2]2[N:7]=[C:6]3[N:8]([CH3:22])[C:9]4[CH2:14][CH2:13][N:12]([C:15]([O:17][C:18]([CH3:21])([CH3:20])[CH3:19])=[O:16])[CH2:11][C:10]=4[C:5]3=[CH:4][CH:3]=2)[C:33](=[O:37])[CH:32]=1)[C:24]1[CH:25]=[CH:26][CH:27]=[CH:28][CH:29]=1. The catalyst class is: 846. (2) Reactant: [H-].[Na+].[OH:3][CH2:4][CH2:5][CH2:6][CH:7]=[CH2:8].Br[CH2:10][CH2:11][CH2:12][CH2:13][CH2:14][CH2:15][CH2:16][CH2:17][CH3:18].[Cl-].[NH4+]. Product: [CH2:10]([O:3][CH2:4][CH2:5][CH2:6][CH:7]=[CH2:8])[CH2:11][CH2:12][CH2:13][CH2:14][CH2:15][CH2:16][CH2:17][CH3:18]. The catalyst class is: 7. (3) Reactant: [CH3:1][C:2]1[O:6][C:5]([C:7]2[CH:12]=[CH:11][CH:10]=[CH:9][CH:8]=2)=[N:4][C:3]=1[CH2:13][O:14][C:15]1[CH:38]=[CH:37][C:18]([CH2:19][C:20]2[NH:21][C:22]([CH2:31][CH2:32][C:33]([O:35]C)=[O:34])=[C:23]([C:25]3[CH:30]=[CH:29][CH:28]=[CH:27][CH:26]=3)[N:24]=2)=[CH:17][CH:16]=1.O.[OH-].[Li+].O1CCCC1.Cl. Product: [CH3:1][C:2]1[O:6][C:5]([C:7]2[CH:8]=[CH:9][CH:10]=[CH:11][CH:12]=2)=[N:4][C:3]=1[CH2:13][O:14][C:15]1[CH:16]=[CH:17][C:18]([CH2:19][C:20]2[NH:21][C:22]([CH2:31][CH2:32][C:33]([OH:35])=[O:34])=[C:23]([C:25]3[CH:26]=[CH:27][CH:28]=[CH:29][CH:30]=3)[N:24]=2)=[CH:37][CH:38]=1. The catalyst class is: 24. (4) Reactant: [OH:1][C:2]1[C:12]([O:13][C:14](=[O:16])[CH3:15])=[CH:11][C:5]2[C:6](=[O:10])[N:7]([CH3:9])[S:8][C:4]=2[CH:3]=1.[N+:17]([O-])([OH:19])=[O:18]. Product: [OH:1][C:2]1[C:12]([O:13][C:14](=[O:16])[CH3:15])=[CH:11][C:5]2[C:6](=[O:10])[N:7]([CH3:9])[S:8][C:4]=2[C:3]=1[N+:17]([O-:19])=[O:18]. The catalyst class is: 15. (5) Reactant: [C:1]1([C:27]2[CH:32]=[CH:31][CH:30]=[CH:29][CH:28]=2)[CH:6]=[CH:5][C:4]([CH2:7][C@H:8]([NH:19]C(=O)OC(C)(C)C)[C:9]([N:11]([CH2:13][C:14]2[O:15][CH:16]=[CH:17][CH:18]=2)[CH3:12])=[O:10])=[CH:3][CH:2]=1.C(O)(C(F)(F)F)=O. Product: [NH2:19][C@@H:8]([CH2:7][C:4]1[CH:3]=[CH:2][C:1]([C:27]2[CH:28]=[CH:29][CH:30]=[CH:31][CH:32]=2)=[CH:6][CH:5]=1)[C:9]([N:11]([CH2:13][C:14]1[O:15][CH:16]=[CH:17][CH:18]=1)[CH3:12])=[O:10]. The catalyst class is: 2. (6) Reactant: [CH:1]1([CH2:7][O:8][C:9]2[CH:10]=[C:11]([CH:15]=[CH:16][CH:17]=2)[C:12]([OH:14])=O)[CH2:6][CH2:5][CH2:4][CH2:3][CH2:2]1.C1C=CC2N(O)N=NC=2C=1.C(Cl)CCl.[NH2:32][CH:33]1[CH:40]2[CH2:41][C:36]3([CH2:43][OH:44])[CH2:37][CH:38]([CH2:42][CH:34]1[CH2:35]3)[CH2:39]2.CCN(C(C)C)C(C)C. The catalyst class is: 3. Product: [CH:1]1([CH2:7][O:8][C:9]2[CH:10]=[C:11]([CH:15]=[CH:16][CH:17]=2)[C:12]([NH:32][CH:33]2[CH:34]3[CH2:42][CH:38]4[CH2:37][C:36]([CH2:43][OH:44])([CH2:41][CH:40]2[CH2:39]4)[CH2:35]3)=[O:14])[CH2:2][CH2:3][CH2:4][CH2:5][CH2:6]1. (7) Reactant: [C:1]([O-])(O)=O.[Na+].[Cl:6][C:7]1[CH:8]=[CH:9][C:10]([I:16])=[C:11]([CH:15]=1)[C:12]([OH:14])=[O:13].CN(C=O)C.CI. Product: [Cl:6][C:7]1[CH:8]=[CH:9][C:10]([I:16])=[C:11]([CH:15]=1)[C:12]([O:14][CH3:1])=[O:13]. The catalyst class is: 238. (8) Reactant: [C:1]([C@@H:7]1[CH2:11][CH2:10][N:9](C(OC(C)(C)C)=O)[CH2:8]1)(=[O:6])[CH2:2][CH2:3][CH:4]=[CH2:5].C(Cl)Cl.FC(F)(F)C(O)=O.C(N(CC)CC)C.[N+:36]([C:39]1[CH:44]=[CH:43][CH:42]=[CH:41][C:40]=1[S:45](Cl)(=[O:47])=[O:46])([O-:38])=[O:37]. Product: [N+:36]([C:39]1[CH:44]=[CH:43][CH:42]=[CH:41][C:40]=1[S:45]([N:9]1[CH2:10][CH2:11][C@@H:7]([C:1](=[O:6])[CH2:2][CH2:3][CH:4]=[CH2:5])[CH2:8]1)(=[O:47])=[O:46])([O-:38])=[O:37]. The catalyst class is: 389.